This data is from KCNQ2 potassium channel screen with 302,405 compounds. The task is: Binary Classification. Given a drug SMILES string, predict its activity (active/inactive) in a high-throughput screening assay against a specified biological target. (1) The compound is OC(C1C(C1)C(=O)N1CCCC1)C(NC(=O)C(NC(OC(C)(C)C)=O)COCc1ccccc1)CO. The result is 0 (inactive). (2) The drug is s1c2c(nc1NC(=O)C(C)C)ccc(c2)C(OCC)=O. The result is 0 (inactive). (3) The compound is O=C(Nc1ccc(c2nc3n(c2)cccn3)cc1)CC(C)C. The result is 0 (inactive). (4) The molecule is Clc1c(c2noc(c2C(OCc2oc(nn2)c2ccccc2)=O)C)cccc1. The result is 0 (inactive). (5) The compound is S1C=2N(C(C(=C(N2)c2ccccc2)C(OCC)=O)c2cc(OC)ccc2)C(=O)C1. The result is 0 (inactive).